From a dataset of Full USPTO retrosynthesis dataset with 1.9M reactions from patents (1976-2016). Predict the reactants needed to synthesize the given product. (1) The reactants are: O[C:2]([CH3:8])([CH3:7])CC(O)=O.[CH:9]1[CH:14]=[N:13][C:12]2N(O)N=N[C:11]=2C=1.[CH3:19]N(C(ON1N=NC2C=CC=NC1=2)=[N+](C)C)C.F[P-](F)(F)(F)(F)F. Given the product [CH3:9][CH2:14][N:13]([CH:2]([CH3:7])[CH3:8])[CH:12]([CH3:11])[CH3:19], predict the reactants needed to synthesize it. (2) Given the product [CH3:15][O:1][C:2]1[CH:9]=[CH:8][C:7]([N:10]2[CH:14]=[N:13][N:12]=[N:11]2)=[CH:6][C:3]=1[CH:4]=[O:5], predict the reactants needed to synthesize it. The reactants are: [OH:1][C:2]1[CH:9]=[CH:8][C:7]([N:10]2[CH:14]=[N:13][N:12]=[N:11]2)=[CH:6][C:3]=1[CH:4]=[O:5].[C:15](=O)([O-])[O-].[K+].[K+].IC.O. (3) The reactants are: [N-:1]=[N+:2]=[N-:3].[Na+].[CH2:5]([O:12][C:13]([N:15]1[C@H:22]([CH3:23])[CH2:21][CH2:20][C@H:19]2[C@H:17]([O:18]2)[CH2:16]1)=[O:14])[C:6]1[CH:11]=[CH:10][CH:9]=[CH:8][CH:7]=1.[Cl-].[NH4+]. Given the product [CH2:5]([O:12][C:13]([N:15]1[CH2:16][C@@H:17]([OH:18])[C@H:19]([N:1]=[N+:2]=[N-:3])[CH2:20][CH2:21][C@H:22]1[CH3:23])=[O:14])[C:6]1[CH:11]=[CH:10][CH:9]=[CH:8][CH:7]=1, predict the reactants needed to synthesize it. (4) The reactants are: [CH2:1]([N:3]1[C:8]2[N:9]=[CH:10][C:11](C(O)=O)=[CH:12][C:7]=2[C:6](=[O:16])[N:5]([CH2:17][CH3:18])[C:4]1=[O:19])[CH3:2].C1C=CC(P([N:34]=[N+]=[N-])(C2C=CC=CC=2)=O)=CC=1. Given the product [NH2:34][C:11]1[CH:10]=[N:9][C:8]2[N:3]([CH2:1][CH3:2])[C:4](=[O:19])[N:5]([CH2:17][CH3:18])[C:6](=[O:16])[C:7]=2[CH:12]=1, predict the reactants needed to synthesize it. (5) Given the product [CH3:24][C:19]1([CH3:25])[C:20]([CH3:23])([CH3:22])[O:21][B:17]([C:2]2[CH:7]=[C:6]3[NH:8][C:9](=[O:16])[C:10]4([CH2:15][CH2:14][O:13][CH2:12][CH2:11]4)[C:5]3=[CH:4][CH:3]=2)[O:18]1, predict the reactants needed to synthesize it. The reactants are: Br[C:2]1[CH:7]=[C:6]2[NH:8][C:9](=[O:16])[C:10]3([CH2:15][CH2:14][O:13][CH2:12][CH2:11]3)[C:5]2=[CH:4][CH:3]=1.[B:17]1([B:17]2[O:21][C:20]([CH3:23])([CH3:22])[C:19]([CH3:25])([CH3:24])[O:18]2)[O:21][C:20]([CH3:23])([CH3:22])[C:19]([CH3:25])([CH3:24])[O:18]1.C([O-])(=O)C.[K+].CS(C)=O. (6) Given the product [F:1][C:2]1[C:3](=[O:9])[NH:4][C:5](=[O:8])[N:6]([CH2:10][C:11]2[CH:16]=[CH:15][CH:14]=[CH:13][CH:12]=2)[CH:7]=1, predict the reactants needed to synthesize it. The reactants are: [F:1][C:2]1[C:3](=[O:9])[NH:4][C:5](=[O:8])[NH:6][CH:7]=1.[CH2:10](Br)[C:11]1[CH:16]=[CH:15][CH:14]=[CH:13][CH:12]=1. (7) The reactants are: [NH2:1][C@@H:2]1[C:11]2[C:6](=[CH:7][CH:8]=[CH:9][CH:10]=2)[C@H:5]([OH:12])[CH2:4][CH2:3]1.[H-].[Na+].F[C:16]1[CH:17]=[CH:18][C:19]2[N:20]([C:22]([N:25]3[CH2:30][CH2:29][CH2:28][C@@H:27]([CH2:31][O:32][Si:33]([CH:40]([CH3:42])[CH3:41])([CH:37]([CH3:39])[CH3:38])[CH:34]([CH3:36])[CH3:35])[CH2:26]3)=[N:23][N:24]=2)[CH:21]=1. Given the product [CH:40]([Si:33]([CH:34]([CH3:36])[CH3:35])([CH:37]([CH3:39])[CH3:38])[O:32][CH2:31][C@@H:27]1[CH2:28][CH2:29][CH2:30][N:25]([C:22]2[N:20]3[CH:21]=[C:16]([O:12][C@H:5]4[C:6]5[C:11](=[CH:10][CH:9]=[CH:8][CH:7]=5)[C@@H:2]([NH2:1])[CH2:3][CH2:4]4)[CH:17]=[CH:18][C:19]3=[N:24][N:23]=2)[CH2:26]1)([CH3:41])[CH3:42], predict the reactants needed to synthesize it. (8) Given the product [CH3:15][C:9]1[C:10]([CH3:14])=[CH:11][CH:12]=[CH:13][C:8]=1[C:6]1[N:5]=[C:4]([NH2:16])[N:3]=[C:2]([NH:25][CH2:24][CH2:23][C:19]2[CH:18]=[N:17][CH:22]=[CH:21][CH:20]=2)[CH:7]=1, predict the reactants needed to synthesize it. The reactants are: Cl[C:2]1[CH:7]=[C:6]([C:8]2[CH:13]=[CH:12][CH:11]=[C:10]([CH3:14])[C:9]=2[CH3:15])[N:5]=[C:4]([NH2:16])[N:3]=1.[N:17]1[CH:22]=[CH:21][CH:20]=[C:19]([CH2:23][CH2:24][NH2:25])[CH:18]=1.CCN(C(C)C)C(C)C. (9) Given the product [OH:10][C:6]1[C:7]([CH3:9])=[N:8][C:3]([O:2][CH3:1])=[CH:4][C:5]=1[CH:14]=[O:15], predict the reactants needed to synthesize it. The reactants are: [CH3:1][O:2][C:3]1[N:8]=[C:7]([CH3:9])[C:6]([O:10]COC)=[C:5]([CH:14]=[O:15])[CH:4]=1.Cl.C([O-])([O-])=O.[K+].[K+]. (10) Given the product [ClH:2].[F:17][C:16]([F:19])([F:18])[C:13]1[CH:14]=[CH:15][CH:3]=[CH:4][C:12]=1[O:20][CH:21]1[CH2:22][CH2:23][NH:24][CH2:25][CH2:26]1, predict the reactants needed to synthesize it. The reactants are: Cl.[Cl:2][C:3]1[CH:15]=[CH:14][C:13]([C:16]([F:19])([F:18])[F:17])=[CH:12][C:4]=1OCC1CCNC1.[OH:20][CH2:21][CH:22]1[CH2:26][CH2:25][N:24](C(OC(C)(C)C)=O)[CH2:23]1.